From a dataset of NCI-60 drug combinations with 297,098 pairs across 59 cell lines. Regression. Given two drug SMILES strings and cell line genomic features, predict the synergy score measuring deviation from expected non-interaction effect. Drug 1: C1=CC=C(C=C1)NC(=O)CCCCCCC(=O)NO. Drug 2: CNC(=O)C1=NC=CC(=C1)OC2=CC=C(C=C2)NC(=O)NC3=CC(=C(C=C3)Cl)C(F)(F)F. Cell line: BT-549. Synergy scores: CSS=12.1, Synergy_ZIP=3.12, Synergy_Bliss=1.49, Synergy_Loewe=-33.3, Synergy_HSA=-1.96.